Dataset: Human Reference Interactome with 51,813 positive PPI pairs across 8,248 proteins, plus equal number of experimentally-validated negative pairs. Task: Binary Classification. Given two protein amino acid sequences, predict whether they physically interact or not. (1) Protein 1 (ENSG00000036565) has sequence MLRTILDAPQRLLKEGRASRQLVLVVVFVALLLDNMLFTVVVPIVPTFLYDMEFKEVNSSLHLGHAGSSPHALASPAFSTIFSFFNNNTVAVEESVPSGIAWMNDTASTIPPPATEAISAHKNNCLQGTGFLEEEITRVGVLFASKAVMQLLVNPFVGPLTNRIGYHIPMFAGFVIMFLSTVMFAFSGTYTLLFVARTLQGIGSSFSSVAGLGMLASVYTDDHERGRAMGTALGGLALGLLVGAPFGSVMYEFVGKSAPFLILAFLALLDGALQLCILQPSKVSPESAKGTPLFMLLKDP.... Protein 2 (ENSG00000047249) has sequence MTKMDIRGAVDAAVPTNIIAAKAAEVRANKVNWQSYLQGQMISAEDCEFIQRFEMKRSPEEKQEMLQTEGSQCAKTFINLMTHICKEQTVQYILTMVDDMLQENHQRVSIFFDYARCSKNTAWPYFLPMLNRQDPFTVHMAARIIAKLAAWGKELMEGSDLNYYFNWIKTQLSSQSSQYVQCVAGCLQLMLRVNEYRFAWVEADGVNCIMGVLSNKCGFQLQYQMIFSIWLLAFSPQMCEHLRRYNIIPVLSDILQESVKEKVTRIILAAFRNFLEKSTERETRQEYALAMIQCKVLKQL.... Result: 0 (the proteins do not interact). (2) Protein 1 (ENSG00000185897) has sequence MDTGPDQSYFSGNHWFVFSVYLLTFLVGLPLNLLALVVFVGKLQRRPVAVDVLLLNLTASDLLLLLFLPFRMVEAANGMHWPLPFILCPLSGFIFFTTIYLTALFLAAVSIERFLSVAHPLWYKTRPRLGQAGLVSVACWLLASAHCSVVYVIEFSGDISHSQGTNGTCYLEFRKDQLAILLPVRLEMAVVLFVVPLIITSYCYSRLVWILGRGGSHRRQRRVAGLLAATLLNFLVCFGPYNVSHVVGYICGESPAWRIYVTLLSTLNSCVDPFVYYFSSSGFQADFHELLRRLCGLWGQ.... Protein 2 (ENSG00000170370) has sequence MFQPAPKRCFTIESLVAKDSPLPASRSEDPIRPAALSYANSSPINPFLNGFHSAAAAAAGRGVYSNPDLVFAEAVSHPPNPAVPVHPVPPPHALAAHPLPSSHSPHPLFASQQRDPSTFYPWLIHRYRYLGHRFQGKSMVSEPKNKVQKAEAGGRRLRFATKEKRDAPY*MFQPAPKRCFTIESLVAKDSPLPASRSEDPIRPAALSYANSSPINPFLNGFHSAAAAAAGRGVYSNPDLVFAEAVSHPPNPAVPVHPVPPPHALAAHPLPSSHSPHPLFASQQRDPSTFYPWLIHRYRYL.... Result: 0 (the proteins do not interact). (3) Protein 1 (ENSG00000165660) has sequence MAASISGYTFSAVCFHSANSNADHEGFLLGEVRQEETFSISDSQISNTEFLQVIEIHNHQPCSKLFSFYDYASKVNEESLDRILKDRRKKVIGWYRFRRNTQQQMSYREQVLHKQLTRILGVPDLVFLLFSFISTANNSTHALEYVLFRPNRRYNQRISLAIPNLGNTSQQEYKVSSVPNTSQSYAKVIKEHGTDFFDKDGVMKDIRAIYQVYNALQEKVQAVCADVEKSERVVESCQAEVNKLRRQITQRKNEKEQERRLQQAVLSRQMPSESLDPAFSPRMPSSGFAAEGRSTLGDAE.... Protein 2 (ENSG00000185527) has sequence MNLEPPKAEFRSATRVAGGPVTPRKGPPKFKQRQTRQFKSKPPKKGVQGFGDDIPGMEGLGTDITVICPWEAFNHLELHELAQYGII*. Result: 0 (the proteins do not interact).